From a dataset of Peptide-MHC class I binding affinity with 185,985 pairs from IEDB/IMGT. Regression. Given a peptide amino acid sequence and an MHC pseudo amino acid sequence, predict their binding affinity value. This is MHC class I binding data. (1) The peptide sequence is YYQSGLSIVMP. The MHC is HLA-B44:03 with pseudo-sequence HLA-B44:03. The binding affinity (normalized) is 0.0625. (2) The peptide sequence is NPKTPKYKF. The MHC is HLA-A69:01 with pseudo-sequence HLA-A69:01. The binding affinity (normalized) is 0.0847. (3) The peptide sequence is VVSEIDLQW. The MHC is HLA-B18:01 with pseudo-sequence HLA-B18:01. The binding affinity (normalized) is 0.0847. (4) The peptide sequence is SIFFDYMAI. The MHC is HLA-B40:01 with pseudo-sequence HLA-B40:01. The binding affinity (normalized) is 0.213. (5) The peptide sequence is STGPLHGCK. The MHC is HLA-B15:01 with pseudo-sequence HLA-B15:01. The binding affinity (normalized) is 0.0847. (6) The binding affinity (normalized) is 0.583. The MHC is HLA-A11:01 with pseudo-sequence HLA-A11:01. The peptide sequence is VSIRGSHHK. (7) The peptide sequence is GFINTKEYK. The MHC is HLA-A31:01 with pseudo-sequence HLA-A31:01. The binding affinity (normalized) is 0.462. (8) The peptide sequence is GDEALSGFL. The MHC is HLA-B44:02 with pseudo-sequence HLA-B44:02. The binding affinity (normalized) is 0.0468. (9) The peptide sequence is AQTSKWDDPW. The MHC is Mamu-B17 with pseudo-sequence Mamu-B17. The binding affinity (normalized) is 0.179. (10) The peptide sequence is LLSVGVGIYL. The MHC is HLA-A02:03 with pseudo-sequence HLA-A02:03. The binding affinity (normalized) is 0.414.